This data is from Catalyst prediction with 721,799 reactions and 888 catalyst types from USPTO. The task is: Predict which catalyst facilitates the given reaction. (1) The catalyst class is: 2. Reactant: [Cl:1][C:2]1[N:7]=[C:6]([C:8](Cl)=[O:9])[CH:5]=[C:4]([Cl:11])[N:3]=1.CCN(C(C)C)C(C)C.[C:21]([OH:25])([CH3:24])([CH3:23])[CH3:22].N1C=CC=CC=1. Product: [Cl:1][C:2]1[N:7]=[C:6]([C:8]([O:25][C:21]([CH3:24])([CH3:23])[CH3:22])=[O:9])[CH:5]=[C:4]([Cl:11])[N:3]=1. (2) Reactant: [CH2:1]([O:3][C:4]([C:6]1[C:7]2[CH2:8][C@H:9]3[CH2:14][C@H:10]3[C:11]=2[NH:12][N:13]=1)=[O:5])[CH3:2].Br[CH:16]([CH3:18])[CH3:17]. Product: [CH:16]([N:12]1[C:11]2[C@@H:10]3[CH2:14][C@@H:9]3[CH2:8][C:7]=2[C:6]([C:4]([O:3][CH2:1][CH3:2])=[O:5])=[N:13]1)([CH3:18])[CH3:17]. The catalyst class is: 31. (3) Reactant: [O:1]=[C:2]1[N:8]2[C@H:4]([CH2:5][C:6]([C:22]3[CH:27]=[CH:26][CH:25]=[C:24]([O:28][Si](C)(C)C)[CH:23]=3)=[C:7]2[C:9]([O:11][CH2:12][C:13]2[CH:18]=[CH:17][C:16]([N+:19]([O-:21])=[O:20])=[CH:15][CH:14]=2)=[O:10])[C@H:3]1[C@H:33]([O:35][Si:36]([CH3:39])([CH3:38])[CH3:37])[CH3:34].C(O)(=O)C.[F-].C([N+](CCCC)(CCCC)CCCC)CCC.C1COCC1.C(=O)([O-])O.[Na+]. Product: [OH:28][C:24]1[CH:23]=[C:22]([C:6]2[CH2:5][C@H:4]3[N:8]([C:2](=[O:1])[C@@H:3]3[C@H:33]([O:35][Si:36]([CH3:38])([CH3:39])[CH3:37])[CH3:34])[C:7]=2[C:9]([O:11][CH2:12][C:13]2[CH:18]=[CH:17][C:16]([N+:19]([O-:21])=[O:20])=[CH:15][CH:14]=2)=[O:10])[CH:27]=[CH:26][CH:25]=1. The catalyst class is: 56. (4) Reactant: P(Cl)(Cl)(Cl)=O.[N+:6]([C:9]1[CH:10]=[N:11][C:12]2[C:17]([C:18]=1O)=[N:16][CH:15]=[CH:14][CH:13]=2)([O-:8])=[O:7].CC(C)=O.[CH2:24]([NH2:28])[CH:25]([CH3:27])[CH3:26]. Product: [CH3:26][CH:25]([CH3:27])[CH2:24][NH:28][C:18]1[C:17]2[C:12](=[CH:13][CH:14]=[CH:15][N:16]=2)[N:11]=[CH:10][C:9]=1[N+:6]([O-:8])=[O:7]. The catalyst class is: 9. (5) Reactant: [CH3:1][O:2][C:3]([C:5]1[C:10]([Br:11])=[CH:9][N:8]=[C:7](SC)[N:6]=1)=[O:4].ClC1C=CC=C(C(OO)=O)C=1.Cl.CN.C[CH2:29][N:30](C(C)C)C(C)C. Product: [Br:11][C:10]1[C:5]([C:3]([O:2][CH3:1])=[O:4])=[N:6][C:7]([NH:30][CH3:29])=[N:8][CH:9]=1. The catalyst class is: 168. (6) Product: [CH:1]1([C:4]([C:6]2[CH:7]=[CH:8][C:9]([CH2:12][CH:13]([C:19]([O:20][CH3:21])=[O:22])[C:19]([O:20][CH3:21])=[O:22])=[CH:10][CH:11]=2)=[O:5])[CH2:2][CH2:3]1. The catalyst class is: 355. Reactant: [CH:1]1([C:4]([C:6]2[CH:11]=[CH:10][C:9]([CH2:12][C:13](OC)=O)=[CH:8][CH:7]=2)=[O:5])[CH2:3][CH2:2]1.CO[C:19](=[O:22])[O:20][CH3:21].C[Si]([N-][Si](C)(C)C)(C)C.[Na+].IC. (7) Reactant: [H-].[Na+].[NH2:3][C:4]1[C:12]2[C:7](=[CH:8][CH:9]=[CH:10][C:11]=2[F:13])[C@@:6]([C:21]2[CH:22]=[C:23]([CH3:28])[C:24](=[O:27])[NH:25][CH:26]=2)([C:14]2[CH:19]=[CH:18][CH:17]=[C:16]([Br:20])[CH:15]=2)[N:5]=1.I[CH3:30]. Product: [NH2:3][C:4]1[C:12]2[C:7](=[CH:8][CH:9]=[CH:10][C:11]=2[F:13])[C@@:6]([C:21]2[CH:22]=[C:23]([CH3:28])[C:24](=[O:27])[N:25]([CH3:30])[CH:26]=2)([C:14]2[CH:19]=[CH:18][CH:17]=[C:16]([Br:20])[CH:15]=2)[N:5]=1. The catalyst class is: 9. (8) Reactant: [CH2:1]([Li])[CH2:2][CH2:3][CH3:4].[Br-].[F:7][C:8]1[CH:9]=[CH:10][C:11]([O:34][CH2:35][C:36]2[CH:41]=[CH:40][C:39]([C:42]3[CH:47]=[CH:46][C:45]([C:48]([F:51])([F:50])[F:49])=[CH:44][CH:43]=3)=[CH:38][CH:37]=2)=C(C=1)C[P+](C1C=CC=CC=1)(C1C=CC=CC=1)C1C=CC=CC=1.[F:52][C:53]1[CH:54]=[C:55]([CH2:71][CH:72](C=O)[CH2:73][CH2:74][CH2:75][CH2:76][C:77]([O:79][CH2:80][CH3:81])=[O:78])[CH:56]=[C:57]([F:70])[C:58]=1[O:59][Si:60]([CH:67]([CH3:69])[CH3:68])([CH:64]([CH3:66])[CH3:65])[CH:61]([CH3:63])[CH3:62].[Cl-].[NH4+]. Product: [F:52][C:53]1[CH:54]=[C:55]([CH:56]=[C:57]([F:70])[C:58]=1[O:59][Si:60]([CH:61]([CH3:62])[CH3:63])([CH:67]([CH3:68])[CH3:69])[CH:64]([CH3:65])[CH3:66])[CH2:71][CH:72]([CH:4]=[CH:3][C:2]1[CH:1]=[C:8]([F:7])[CH:9]=[CH:10][C:11]=1[O:34][CH2:35][C:36]1[CH:41]=[CH:40][C:39]([C:42]2[CH:47]=[CH:46][C:45]([C:48]([F:49])([F:50])[F:51])=[CH:44][CH:43]=2)=[CH:38][CH:37]=1)[CH2:73][CH2:74][CH2:75][CH2:76][C:77]([O:79][CH2:80][CH3:81])=[O:78]. The catalyst class is: 323. (9) Product: [CH3:1][N:2]1[CH2:8][CH2:7][CH2:6][N:5]([CH2:10][C:11]2[CH:12]=[CH:13][C:14]([C:15]([NH:17][C:18]3[C:19]4[CH:32]=[C:31]([C:33]([NH:35][N:36]([CH3:43])[C:37]5[CH:38]=[CH:39][CH:40]=[CH:41][CH:42]=5)=[O:34])[S:30][C:20]=4[NH:21][N:22]=3)=[O:16])=[CH:44][CH:45]=2)[CH2:4][CH2:3]1. The catalyst class is: 711. Reactant: [CH3:1][N:2]1[CH2:8][CH2:7][CH2:6][NH:5][CH2:4][CH2:3]1.Cl[CH2:10][C:11]1[CH:45]=[CH:44][C:14]([C:15]([NH:17][C:18]2[C:19]3[CH:32]=[C:31]([C:33]([NH:35][N:36]([CH3:43])[C:37]4[CH:42]=[CH:41][CH:40]=[CH:39][CH:38]=4)=[O:34])[S:30][C:20]=3[N:21](C(OC(C)(C)C)=O)[N:22]=2)=[O:16])=[CH:13][CH:12]=1.ClCC1C=CC(C(NC2C3C=C(C(NN(C4C=CC(Cl)=CC=4)C)=O)SC=3N(C(OC(C)(C)C)=O)N=2)=O)=CC=1.